Dataset: Forward reaction prediction with 1.9M reactions from USPTO patents (1976-2016). Task: Predict the product of the given reaction. (1) Given the reactants [CH3:1][O:2][C:3]1[CH:4]=[C:5]2[C:10](=[CH:11][CH:12]=1)[C:9](=[O:13])[CH2:8][CH2:7][CH2:6]2.BrC1C=CC([CH2:21][S:22](CC2C=CC(Br)=CC=2)(=[O:24])=[O:23])=CC=1.[CH:33]1[CH:38]=[CH:37][C:36](P([C:33]2[C:38](O[C:33]3[C:38](P([C:33]4[CH:38]=[CH:37][CH:36]=[CH:35][CH:34]=4)[C:33]4[CH:38]=[CH:37][CH:36]=[CH:35][CH:34]=4)=[CH:37][CH:36]=[CH:35][CH:34]=3)=[CH:37][CH:36]=[CH:35][CH:34]=2)[C:33]2[CH:38]=[CH:37][CH:36]=[CH:35][CH:34]=2)=[CH:35][CH:34]=1.CC(C)([O-])C.[Na+], predict the reaction product. The product is: [CH3:21][S:22]([C:36]1[CH:37]=[CH:38][C:33]([CH:8]2[CH2:7][CH2:6][C:5]3[C:10](=[CH:11][CH:12]=[C:3]([O:2][CH3:1])[CH:4]=3)[C:9]2=[O:13])=[CH:34][CH:35]=1)(=[O:24])=[O:23]. (2) Given the reactants [CH3:1][O:2]/[N:3]=[C:4](/[C:15]1[CH:20]=[CH:19][C:18]([O:21][CH3:22])=[CH:17][CH:16]=1)\[CH2:5][O:6][C:7]1[CH:12]=[CH:11][C:10]([CH2:13][OH:14])=[CH:9][CH:8]=1.[F:23][C:24]1[CH:29]=[C:28](O)[CH:27]=[CH:26][C:25]=1[CH2:31][CH2:32][C:33]([O:35]C)=[O:34], predict the reaction product. The product is: [F:23][C:24]1[CH:29]=[C:28]([O:14][CH2:13][C:10]2[CH:9]=[CH:8][C:7]([O:6][CH2:5]/[C:4](=[N:3]\[O:2][CH3:1])/[C:15]3[CH:16]=[CH:17][C:18]([O:21][CH3:22])=[CH:19][CH:20]=3)=[CH:12][CH:11]=2)[CH:27]=[CH:26][C:25]=1[CH2:31][CH2:32][C:33]([OH:35])=[O:34]. (3) The product is: [Br:3][C:13]1[CH:18]=[CH:17][C:12]([C:13]2[CH:14]=[CH:15][CH:16]=[CH:17][CH:18]=2)=[CH:15][CH:14]=1. Given the reactants II.[Br-:3].COC(=O)[C@@H]1CCCN1[CH2:12][C:13]1[CH:18]=[CH:17][CH:16]=[CH:15][CH:14]=1.[NH4+].[Cl-], predict the reaction product. (4) Given the reactants [Br:1][C:2]1[CH:7]=[CH:6][C:5]([CH:8]([CH3:13])[C:9]([O:11]C)=[O:10])=[CH:4][CH:3]=1.Cl, predict the reaction product. The product is: [Br:1][C:2]1[CH:3]=[CH:4][C:5]([CH:8]([CH3:13])[C:9]([OH:11])=[O:10])=[CH:6][CH:7]=1. (5) Given the reactants [Cl:1][C:2]1[CH:13]=[CH:12][C:5](/[CH:6]=[CH:7]/[S:8](Cl)(=[O:10])=[O:9])=[CH:4][CH:3]=1.[Cl:14][C:15]1[CH:16]=[C:17]([CH:19]=[CH:20][CH:21]=1)[NH2:18], predict the reaction product. The product is: [Cl:1][C:2]1[CH:13]=[CH:12][C:5](/[CH:6]=[CH:7]/[S:8]([NH:18][C:17]2[CH:19]=[CH:20][CH:21]=[C:15]([Cl:14])[CH:16]=2)(=[O:10])=[O:9])=[CH:4][CH:3]=1.